From a dataset of Forward reaction prediction with 1.9M reactions from USPTO patents (1976-2016). Predict the product of the given reaction. (1) Given the reactants [CH2:1]([NH:3][C:4](=[O:16])[C:5]1[C:10]([Si:11]([CH3:14])([CH3:13])[CH3:12])=[CH:9][CH:8]=[CH:7][C:6]=1[I:15])[CH3:2].[CH2:17](N)C#C, predict the reaction product. The product is: [I:15][C:6]1[CH:7]=[CH:8][CH:9]=[C:10]([Si:11]([CH3:14])([CH3:13])[CH3:12])[C:5]=1[C:4]([NH:3][CH2:1][C:2]#[CH:17])=[O:16]. (2) Given the reactants [CH:1]([C:4]1[N:5]=[C:6]2[C:11]([C:12]#[N:13])=[CH:10][CH:9]=[CH:8][N:7]2[CH:14]=1)([CH3:3])[CH3:2].Br[C:16]1[CH:17]=[C:18]([OH:23])[CH:19]=[CH:20][C:21]=1[Cl:22].C([O-])(=O)C.[K+], predict the reaction product. The product is: [Cl:22][C:21]1[CH:20]=[CH:19][C:18]([OH:23])=[CH:17][C:16]=1[C:14]1[N:7]2[CH:8]=[CH:9][CH:10]=[C:11]([C:12]#[N:13])[C:6]2=[N:5][C:4]=1[CH:1]([CH3:3])[CH3:2]. (3) Given the reactants C(=O)(O)[O-].[Na+].Br.[Br:7][CH2:8][CH2:9][NH2:10].[CH3:11][O:12][C:13](=[O:25])[C:14]1[CH:19]=[C:18]([S:20](Cl)(=[O:22])=[O:21])[CH:17]=[CH:16][C:15]=1[CH3:24], predict the reaction product. The product is: [CH3:11][O:12][C:13](=[O:25])[C:14]1[CH:19]=[C:18]([S:20](=[O:21])(=[O:22])[NH:10][CH2:9][CH2:8][Br:7])[CH:17]=[CH:16][C:15]=1[CH3:24].